This data is from NCI-60 drug combinations with 297,098 pairs across 59 cell lines. The task is: Regression. Given two drug SMILES strings and cell line genomic features, predict the synergy score measuring deviation from expected non-interaction effect. (1) Drug 1: CC(C1=C(C=CC(=C1Cl)F)Cl)OC2=C(N=CC(=C2)C3=CN(N=C3)C4CCNCC4)N. Drug 2: CC1C(C(CC(O1)OC2CC(OC(C2O)C)OC3=CC4=CC5=C(C(=O)C(C(C5)C(C(=O)C(C(C)O)O)OC)OC6CC(C(C(O6)C)O)OC7CC(C(C(O7)C)O)OC8CC(C(C(O8)C)O)(C)O)C(=C4C(=C3C)O)O)O)O. Cell line: HOP-92. Synergy scores: CSS=6.23, Synergy_ZIP=-3.95, Synergy_Bliss=-7.42, Synergy_Loewe=-5.47, Synergy_HSA=-6.51. (2) Drug 1: C1=CN(C=N1)CC(O)(P(=O)(O)O)P(=O)(O)O. Drug 2: CN(CCCl)CCCl.Cl. Cell line: SF-539. Synergy scores: CSS=-5.12, Synergy_ZIP=7.83, Synergy_Bliss=12.7, Synergy_Loewe=-6.58, Synergy_HSA=-2.26.